Dataset: Full USPTO retrosynthesis dataset with 1.9M reactions from patents (1976-2016). Task: Predict the reactants needed to synthesize the given product. (1) Given the product [Cl:1][C:2]1[CH:3]=[N:4][CH:5]=[CH:6][C:7]=1[NH:8][C:9]1[N:19]=[C:18]([NH:20][C:21]2[CH:26]=[CH:25][C:24]([N:27]3[CH2:28][CH2:29][NH:30][CH2:31][CH2:32]3)=[CH:23][C:22]=2[O:40][CH3:41])[C:12]2[C:13](=[O:17])[NH:14][N:15]=[CH:16][C:11]=2[CH:10]=1, predict the reactants needed to synthesize it. The reactants are: [Cl:1][C:2]1[CH:3]=[N:4][CH:5]=[CH:6][C:7]=1[NH:8][C:9]1[N:19]=[C:18]([NH:20][C:21]2[CH:26]=[CH:25][C:24]([N:27]3[CH2:32][CH2:31][N:30](C(OC(C)(C)C)=O)[CH2:29][CH2:28]3)=[CH:23][C:22]=2[O:40][CH3:41])[C:12]2[C:13](=[O:17])[NH:14][N:15]=[CH:16][C:11]=2[CH:10]=1.FC(F)(F)C(O)=O. (2) Given the product [C:32]([O:31][C:29]([C:24]1[CH:25]=[CH:26][CH:27]=[CH:28][C:23]=1[C:20]1[CH:21]=[CH:22][C:17]([CH2:16][N:4]2[C:5]3[C:10](=[CH:9][C:8]([C:11]([O:13][CH3:14])=[O:12])=[CH:7][CH:6]=3)[C:2]([CH3:1])=[CH:3]2)=[CH:18][CH:19]=1)=[O:30])([CH3:35])([CH3:34])[CH3:33], predict the reactants needed to synthesize it. The reactants are: [CH3:1][C:2]1[C:10]2[C:5](=[CH:6][CH:7]=[C:8]([C:11]([O:13][CH3:14])=[O:12])[CH:9]=2)[NH:4][CH:3]=1.Br[CH2:16][C:17]1[CH:22]=[CH:21][C:20]([C:23]2[C:24]([C:29]([O:31][C:32]([CH3:35])([CH3:34])[CH3:33])=[O:30])=[CH:25][CH:26]=[CH:27][CH:28]=2)=[CH:19][CH:18]=1. (3) Given the product [ClH:1].[C:2]1([CH:8]([N:14]2[CH2:15][CH2:16][S:17][CH2:18][CH2:19]2)[C:9]([OH:11])=[O:10])[CH:7]=[CH:6][CH:5]=[CH:4][CH:3]=1, predict the reactants needed to synthesize it. The reactants are: [ClH:1].[C:2]1([CH:8]([N:14]2[CH2:19][CH2:18][S:17][CH2:16][CH2:15]2)[C:9]([O:11]CC)=[O:10])[CH:7]=[CH:6][CH:5]=[CH:4][CH:3]=1. (4) Given the product [C:14](=[O:15])([O-:17])[O-:16].[Sr+2:5].[C:14](=[O:15])([O-:17])[O-:16], predict the reactants needed to synthesize it. The reactants are: [N+]([O-])([O-])=O.[Sr+2:5].[N+]([O-])([O-])=O.NC(N)=O.[C:14](=[O:17])([O-:16])[O-:15]. (5) Given the product [NH2:22][C:17]1[N:18]=[CH:19][C:20]([C:34]2[CH:35]=[N:36][N:37]([CH:39]3[CH2:40][CH2:41][N:42]([C:45]([O:47][C:48]([CH3:51])([CH3:50])[CH3:49])=[O:46])[CH2:43][CH2:44]3)[CH:38]=2)=[C:15]2[CH:14]=[C:13]([C:5]3[CH:4]=[C:3]([C:2]([F:25])([F:24])[F:1])[CH:8]=[C:7]([C:9]([F:12])([F:11])[F:10])[CH:6]=3)[O:23][C:16]=12, predict the reactants needed to synthesize it. The reactants are: [F:1][C:2]([F:25])([F:24])[C:3]1[CH:4]=[C:5]([C:13]2[O:23][C:16]3=[C:17]([NH2:22])[N:18]=[CH:19][C:20](Br)=[C:15]3[CH:14]=2)[CH:6]=[C:7]([C:9]([F:12])([F:11])[F:10])[CH:8]=1.CC1(C)C(C)(C)OB([C:34]2[CH:35]=[N:36][N:37]([CH:39]3[CH2:44][CH2:43][N:42]([C:45]([O:47][C:48]([CH3:51])([CH3:50])[CH3:49])=[O:46])[CH2:41][CH2:40]3)[CH:38]=2)O1.C([O-])([O-])=O.[Na+].[Na+]. (6) Given the product [Cl:1][C:2]1[C:3]([F:35])=[C:4]([CH:32]=[CH:33][CH:34]=1)[CH2:5][NH:6][C:7]([C@@H:9]1[CH2:14][C@:13]2([CH2:15][OH:16])[C@@H:11]([CH2:12]2)[N:10]1[C:17](=[O:31])[CH2:18][N:19]1[C:23]2[C:22](=[CH:27][CH:26]=[CH:25][CH:36]=2)[C:21]([C:28](=[O:30])[CH3:29])=[CH:20]1)=[O:8], predict the reactants needed to synthesize it. The reactants are: [Cl:1][C:2]1[C:3]([F:35])=[C:4]([CH:32]=[CH:33][CH:34]=1)[CH2:5][NH:6][C:7]([C@@H:9]1[CH2:14][C@:13]2([CH2:15][OH:16])[C@@H:11]([CH2:12]2)[N:10]1[C:17](=[O:31])[CH2:18][N:19]1[C:23]2=N[CH:25]=[CH:26][CH:27]=[C:22]2[C:21]([C:28](=[O:30])[CH3:29])=[CH:20]1)=[O:8].[C:36](C1C2C(=CC=CC=2)N(CC(O)=O)C=1)(=O)C. (7) Given the product [F:1][C:2]1[CH:9]=[CH:8][CH:7]=[C:6]([C:11]2[CH:16]=[CH:15][CH:14]=[CH:13][CH:12]=2)[C:3]=1[C:4]#[N:5], predict the reactants needed to synthesize it. The reactants are: [F:1][C:2]1[CH:9]=[CH:8][CH:7]=[C:6](I)[C:3]=1[C:4]#[N:5].[C:11]1(B(O)O)[CH:16]=[CH:15][CH:14]=[CH:13][CH:12]=1.C1(C)C=CC=CC=1.CCO.O. (8) Given the product [Cl:10][C:9]1[C:2]([NH2:1])=[C:11]([CH:13]([F:16])[F:14])[CH:6]=[CH:7][N:8]=1, predict the reactants needed to synthesize it. The reactants are: [NH2:1][C:2]1[C:9]([Cl:10])=[N:8][CH:7]=[CH:6]C=1C=O.[C:11](O)([C:13]([F:16])(F)[F:14])=O.CCCCCCCCCCCCOS([O-])(=O)=O.[Na+].